This data is from Forward reaction prediction with 1.9M reactions from USPTO patents (1976-2016). The task is: Predict the product of the given reaction. (1) The product is: [Cl:1][C:2]1[CH:7]=[C:6]([Cl:19])[CH:5]=[CH:4][C:3]=1[N:10]1[C:14]([CH3:15])=[C:13]([C:16]([OH:18])=[O:17])[N:12]=[N:11]1. Given the reactants [Cl:1][C:2]1[CH:7]=[C:6](OC)[CH:5]=[CH:4][C:3]=1[N:10]1[C:14]([CH3:15])=[C:13]([C:16]([OH:18])=[O:17])[N:12]=[N:11]1.[Cl:19]C1C=C(Cl)C=CC=1N, predict the reaction product. (2) Given the reactants [CH3:1][C:2]1[CH:11]=[C:10]([C:12]2[CH:13]=[CH:14][C:15]([O:18][CH3:19])=[N:16][CH:17]=2)[CH:9]=[CH:8][C:3]=1[C:4]([O:6]C)=[O:5].[OH-].[Na+].Cl, predict the reaction product. The product is: [CH3:1][C:2]1[CH:11]=[C:10]([C:12]2[CH:13]=[CH:14][C:15]([O:18][CH3:19])=[N:16][CH:17]=2)[CH:9]=[CH:8][C:3]=1[C:4]([OH:6])=[O:5]. (3) Given the reactants C1(P(C2CCCCC2)C2C=CC=CC=2C2C(C(C)C)=CC(C(C)C)=CC=2C(C)C)CCCCC1.[O:35]1[CH2:40][CH2:39][N:38]([C:41]2[CH:42]=[C:43]([NH2:47])[CH:44]=[N:45][CH:46]=2)[CH2:37][CH2:36]1.Cl[C:49]1[C:58]2[C:53](=[C:54]([Cl:59])[CH:55]=[CH:56][CH:57]=2)[N:52]=[C:51]([C:60]2[CH:65]=[CH:64][CH:63]=[CH:62][N:61]=2)[C:50]=1[CH3:66].CC(C)([O-])C.[Na+], predict the reaction product. The product is: [Cl:59][C:54]1[CH:55]=[CH:56][CH:57]=[C:58]2[C:53]=1[N:52]=[C:51]([C:60]1[CH:65]=[CH:64][CH:63]=[CH:62][N:61]=1)[C:50]([CH3:66])=[C:49]2[NH:47][C:43]1[CH:44]=[N:45][CH:46]=[C:41]([N:38]2[CH2:39][CH2:40][O:35][CH2:36][CH2:37]2)[CH:42]=1. (4) Given the reactants [NH2:1][CH2:2][CH2:3][C:4]1[CH:35]=[CH:34][C:7]([O:8][CH2:9][CH2:10][C:11]2[CH:16]=[CH:15][C:14]([OH:17])=[C:13]([C@@H:18]([C:28]3[CH:33]=[CH:32][CH:31]=[CH:30][CH:29]=3)[CH2:19][CH2:20][N:21]([CH:25]([CH3:27])[CH3:26])[CH:22]([CH3:24])[CH3:23])[CH:12]=2)=[CH:6][CH:5]=1.[Cl:36][C:37]1[C:44]([OH:45])=[CH:43][CH:42]=[CH:41][C:38]=1[CH:39]=O.S([O-])([O-])(=O)=O.[Mg+2].[BH4-].[Na+], predict the reaction product. The product is: [Cl:36][C:37]1[C:38]([CH2:39][NH:1][CH2:2][CH2:3][C:4]2[CH:5]=[CH:6][C:7]([O:8][CH2:9][CH2:10][C:11]3[CH:16]=[CH:15][C:14]([OH:17])=[C:13]([C@@H:18]([C:28]4[CH:29]=[CH:30][CH:31]=[CH:32][CH:33]=4)[CH2:19][CH2:20][N:21]([CH:25]([CH3:26])[CH3:27])[CH:22]([CH3:24])[CH3:23])[CH:12]=3)=[CH:34][CH:35]=2)=[CH:41][CH:42]=[CH:43][C:44]=1[OH:45].